Dataset: Catalyst prediction with 721,799 reactions and 888 catalyst types from USPTO. Task: Predict which catalyst facilitates the given reaction. (1) Reactant: [NH2:1][CH2:2][CH2:3][S:4][S:5][CH2:6][CH2:7][NH:8][C:9](=[O:15])[O:10][C:11]([CH3:14])([CH3:13])[CH3:12].[CH3:16][C:17]1[C:22]([O:23][CH3:24])=[C:21]([CH2:25]/[CH:26]=[C:27](/[CH2:29][CH2:30][C:31](O)=[O:32])\[CH3:28])[C:20]([OH:34])=[C:19]2[C:35]([O:37][CH2:38][C:18]=12)=[O:36].CCN=C=NCCCN(C)C. Product: [OH:34][C:20]1[C:21]([CH2:25]/[CH:26]=[C:27](\[CH3:28])/[CH2:29][CH2:30][C:31]([NH:1][CH2:2][CH2:3][S:4][S:5][CH2:6][CH2:7][NH:8][C:9](=[O:15])[O:10][C:11]([CH3:12])([CH3:14])[CH3:13])=[O:32])=[C:22]([O:23][CH3:24])[C:17]([CH3:16])=[C:18]2[C:19]=1[C:35](=[O:36])[O:37][CH2:38]2. The catalyst class is: 210. (2) Reactant: [CH3:1][NH:2][C:3](=[O:14])[O:4][CH2:5][C:6]1[CH:11]=[C:10](Br)[CH:9]=[CH:8][C:7]=1[Cl:13].C([Sn](CCCC)(CCCC)[C:20]([O:22]CC)=[CH2:21])CCC. Product: [CH3:1][NH:2][C:3](=[O:14])[O:4][CH2:5][C:6]1[CH:11]=[C:10]([C:20](=[O:22])[CH3:21])[CH:9]=[CH:8][C:7]=1[Cl:13]. The catalyst class is: 77. (3) Reactant: C([O:8][C:9]1[N:14]=[N:13][C:12]([NH:15][C:16]([N:18]2[CH2:23][CH2:22][N:21]([C:24](=[O:40])[C:25]3[CH:30]=[CH:29][CH:28]=[C:27]([O:31][CH2:32][CH2:33][CH:34]4[CH2:39][CH2:38][CH2:37][CH2:36][CH2:35]4)[CH:26]=3)[CH2:20][CH2:19]2)=[O:17])=[CH:11][CH:10]=1)C1C=CC=CC=1.CO. Product: [CH:34]1([CH2:33][CH2:32][O:31][C:27]2[CH:26]=[C:25]([CH:30]=[CH:29][CH:28]=2)[C:24]([N:21]2[CH2:22][CH2:23][N:18]([C:16]([NH:15][C:12]3[N:13]=[N:14][C:9]([OH:8])=[CH:10][CH:11]=3)=[O:17])[CH2:19][CH2:20]2)=[O:40])[CH2:39][CH2:38][CH2:37][CH2:36][CH2:35]1. The catalyst class is: 178. (4) Reactant: [CH3:1][C:2]([C:4]1[CH:9]=[CH:8][C:7](F)=[CH:6][CH:5]=1)=[O:3].[Cl:11][C:12]1[CH:17]=[CH:16][C:15]([OH:18])=[CH:14][C:13]=1[CH3:19].C(=O)([O-])[O-].[K+].[K+]. Product: [Cl:11][C:12]1[CH:17]=[CH:16][C:15]([O:18][C:7]2[CH:8]=[CH:9][C:4]([C:2](=[O:3])[CH3:1])=[CH:5][CH:6]=2)=[CH:14][C:13]=1[CH3:19]. The catalyst class is: 44. (5) Reactant: CN(C)S([N:6]1[CH:10]=[C:9]([CH:11]([C:13]2[C:18]([CH2:19][CH3:20])=[CH:17][C:16]([O:21][C:22]3[CH:27]=[CH:26][CH:25]=[CH:24][CH:23]=3)=[CH:15][C:14]=2[CH2:28][CH3:29])O)[N:8]=[C:7]1[Si](C(C)(C)C)(C)C)(=O)=O.C([SiH](CC)CC)C.FC(F)(F)C(O)=O. Product: [CH2:28]([C:14]1[CH:15]=[C:16]([O:21][C:22]2[CH:27]=[CH:26][CH:25]=[CH:24][CH:23]=2)[CH:17]=[C:18]([CH2:19][CH3:20])[C:13]=1[CH2:11][C:9]1[N:8]=[CH:7][NH:6][CH:10]=1)[CH3:29]. The catalyst class is: 4. (6) Reactant: O[CH:2]([C:20]1[C:21]([CH3:30])=[C:22]2[C:26](=[CH:27][CH:28]=1)[C:25](=[O:29])[O:24][CH2:23]2)[CH2:3][N:4]1[CH2:9][CH2:8][N:7]([C:10]([O:12][C:13]([CH3:16])([CH3:15])[CH3:14])=[O:11])[CH2:6][CH:5]1[CH2:17][CH2:18][OH:19].C(C=P(CCCC)(CCCC)CCCC)#N. Product: [CH3:30][C:21]1[C:22]2[CH2:23][O:24][C:25](=[O:29])[C:26]=2[CH:27]=[CH:28][C:20]=1[CH:2]1[CH2:3][N:4]2[CH2:9][CH2:8][N:7]([C:10]([O:12][C:13]([CH3:15])([CH3:16])[CH3:14])=[O:11])[CH2:6][CH:5]2[CH2:17][CH2:18][O:19]1. The catalyst class is: 48. (7) Reactant: [N-:1]=[N+:2]=[N-:3].[Na+].[CH2:5]([O:9][C:10]1[CH:11]=[C:12]([CH:24]=[CH:25][CH:26]=1)[CH2:13][N:14]1[CH2:18][CH2:17][CH:16](OS(C)(=O)=O)[CH2:15]1)[CH:6]([CH3:8])[CH3:7]. Product: [N:1]([CH:17]1[CH2:16][CH2:15][N:14]([CH2:13][C:12]2[CH:24]=[CH:25][CH:26]=[C:10]([O:9][CH2:5][CH:6]([CH3:8])[CH3:7])[CH:11]=2)[CH2:18]1)=[N+:2]=[N-:3]. The catalyst class is: 35.